This data is from Catalyst prediction with 721,799 reactions and 888 catalyst types from USPTO. The task is: Predict which catalyst facilitates the given reaction. (1) Reactant: [C:1]1([N:7]2[C:15](=[O:16])[C:14]3[C@@H:13]4[C:17]([CH3:19])([CH3:18])[C@@:10]([CH3:20])([CH2:11][CH2:12]4)[C:9]=3[NH:8]2)[CH:6]=[CH:5][CH:4]=[CH:3][CH:2]=1.Br[CH2:22][CH:23]=[C:24]([CH3:26])[CH3:25]. Product: [CH3:20][C@@:10]12[C:17]([CH3:19])([CH3:18])[C@@H:13]([C:14]3[C:15](=[O:16])[N:7]([C:1]4[CH:2]=[CH:3][CH:4]=[CH:5][CH:6]=4)[N:8]([CH2:22][CH:23]=[C:24]([CH3:26])[CH3:25])[C:9]=31)[CH2:12][CH2:11]2. The catalyst class is: 711. (2) Reactant: [NH2:1][C:2]1[N:7]=[C:6]([Cl:8])[CH:5]=[C:4](Cl)[N:3]=1.[CH3:10][N:11]1[CH2:16][CH2:15][NH:14][CH2:13][CH2:12]1.CCN(CC)CC. Product: [Cl:8][C:6]1[CH:5]=[C:4]([N:14]2[CH2:15][CH2:16][N:11]([CH3:10])[CH2:12][CH2:13]2)[N:3]=[C:2]([NH2:1])[N:7]=1. The catalyst class is: 14. (3) Reactant: [OH:1][C:2]1[C:3]([CH3:12])=[N:4][C:5]([O:10][CH3:11])=[CH:6][C:7]=1[CH:8]=O.[F:13][C:14]1[CH:19]=[CH:18][C:17]([NH2:20])=[CH:16][C:15]=1[Cl:21]. Product: [Cl:21][C:15]1[CH:16]=[C:17]([N:20]=[CH:8][C:7]2[CH:6]=[C:5]([O:10][CH3:11])[N:4]=[C:3]([CH3:12])[C:2]=2[OH:1])[CH:18]=[CH:19][C:14]=1[F:13]. The catalyst class is: 23.